From a dataset of Full USPTO retrosynthesis dataset with 1.9M reactions from patents (1976-2016). Predict the reactants needed to synthesize the given product. (1) Given the product [Cl:23][C:24]1[CH:25]=[C:26]([CH:29]=[CH:30][C:31]=1[O:5][CH:6]1[CH2:9][N:8]([C:10]([C:12]2[O:13][C:14]([C:17]3[CH:22]=[CH:21][CH:20]=[CH:19][CH:18]=3)=[N:15][N:16]=2)=[O:11])[CH2:7]1)[CH:27]=[O:28], predict the reactants needed to synthesize it. The reactants are: CS([O:5][CH:6]1[CH2:9][N:8]([C:10]([C:12]2[O:13][C:14]([C:17]3[CH:22]=[CH:21][CH:20]=[CH:19][CH:18]=3)=[N:15][N:16]=2)=[O:11])[CH2:7]1)(=O)=O.[Cl:23][C:24]1[CH:25]=[C:26]([CH:29]=[CH:30][C:31]=1O)[CH:27]=[O:28]. (2) Given the product [F:1][C:2]1[C:3]([NH:12][C:13]2[CH:18]=[CH:17][C:16]([CH2:19][CH2:20][OH:21])=[CH:15][C:14]=2[F:22])=[C:4]([CH:8]=[CH:9][C:10]=1[F:11])[C:5]([NH:23][O:24][CH2:25][CH2:26][OH:27])=[O:7], predict the reactants needed to synthesize it. The reactants are: [F:1][C:2]1[C:3]([NH:12][C:13]2[CH:18]=[CH:17][C:16]([CH2:19][CH2:20][OH:21])=[CH:15][C:14]=2[F:22])=[C:4]([CH:8]=[CH:9][C:10]=1[F:11])[C:5]([OH:7])=O.[NH2:23][O:24][CH2:25][CH2:26][OH:27].C[N+]1(C2N=C(OC)N=C(OC)N=2)CCOCC1.[Cl-]. (3) Given the product [OH:6][CH2:7][CH:8]([CH2:26][OH:27])[CH2:9][O:10][C:11]1[C:18]([C:19]2[S:20][CH:21]=[CH:22][CH:23]=2)=[CH:17][C:14]([CH:15]=[O:16])=[C:13]([O:24][CH3:25])[CH:12]=1, predict the reactants needed to synthesize it. The reactants are: C([Si](C)(C)[O:6][CH2:7][CH:8]([C:26](C)(C)[O:27][SiH2]C(C)(C)C)[CH2:9][O:10][C:11]1[C:18]([C:19]2[S:20][CH:21]=[CH:22][CH:23]=2)=[CH:17][C:14]([CH:15]=[O:16])=[C:13]([O:24][CH3:25])[CH:12]=1)(C)(C)C.[F-].C([N+](CCCC)(CCCC)CCCC)CCC. (4) Given the product [CH3:1][C:2]1[CH:11]=[C:10]([N:12]2[CH2:13][CH2:14][CH2:15][CH2:16]2)[C:9]2[C:4](=[CH:5][C:6]([CH:18]=[O:19])=[C:7]([CH3:17])[CH:8]=2)[N:3]=1, predict the reactants needed to synthesize it. The reactants are: [CH3:1][C:2]1[CH:11]=[C:10]([N:12]2[CH2:16][CH2:15][CH2:14][CH2:13]2)[C:9]2[C:4](=[CH:5][C:6]([CH2:18][OH:19])=[C:7]([CH3:17])[CH:8]=2)[N:3]=1. (5) The reactants are: C(O[C:6]([N:8]1[CH2:13][CH2:12][N:11]([C:14]2[C:19]([N+:20]([O-:22])=[O:21])=[CH:18][CH:17]=[CH:16][C:15]=2[N+:23]([O-:25])=[O:24])[CH2:10][CH2:9]1)=O)(C)(C)C.FC(F)(F)C(O)=O.[CH3:33][S:34]([N:37]1[CH2:42][CH2:41][C:40]2[N:43]([CH2:56][CH:57]3C[O:58]3)[N:44]=[C:45]([C:46]3[CH:51]=[CH:50][C:49]([C:52]([F:55])([F:54])[F:53])=[CH:48][CH:47]=3)[C:39]=2[CH2:38]1)(=[O:36])=[O:35]. Given the product [N+:23]([C:15]1[CH:16]=[CH:17][CH:18]=[C:19]([N+:20]([O-:22])=[O:21])[C:14]=1[N:11]1[CH2:10][CH2:9][N:8]([CH2:6][CH:57]([OH:58])[CH2:56][N:43]2[C:40]3[CH2:41][CH2:42][N:37]([S:34]([CH3:33])(=[O:36])=[O:35])[CH2:38][C:39]=3[C:45]([C:46]3[CH:51]=[CH:50][C:49]([C:52]([F:54])([F:55])[F:53])=[CH:48][CH:47]=3)=[N:44]2)[CH2:13][CH2:12]1)([O-:25])=[O:24], predict the reactants needed to synthesize it.